Dataset: Catalyst prediction with 721,799 reactions and 888 catalyst types from USPTO. Task: Predict which catalyst facilitates the given reaction. (1) Reactant: [CH3:1][O:2][C:3]([NH:5][C@H:6]([C:10]([N:12]1[CH:26]([C:27]([O:29]CC)=[O:28])[CH2:25][C:14]2([CH2:17][N:16]([C:18]([O:20][C:21]([CH3:24])([CH3:23])[CH3:22])=[O:19])[CH2:15]2)[CH2:13]1)=[O:11])[CH:7]([CH3:9])[CH3:8])=[O:4].O.[OH-].[Li+].Cl. Product: [CH3:24][C:21]([O:20][C:18]([N:16]1[CH2:15][C:14]2([CH2:25][CH:26]([C:27]([OH:29])=[O:28])[N:12]([C:10](=[O:11])[C@H:6]([CH:7]([CH3:8])[CH3:9])[NH:5][C:3]([O:2][CH3:1])=[O:4])[CH2:13]2)[CH2:17]1)=[O:19])([CH3:22])[CH3:23]. The catalyst class is: 278. (2) Reactant: [N:1]1([CH2:6][CH2:7][O:8][CH2:9][CH:10]2[CH2:15][CH2:14][NH:13][CH2:12][CH2:11]2)[CH2:5][CH2:4][CH2:3][CH2:2]1.C(N(CC)CC)C.Cl[C:24]1[C:25]2[C:35]([C:36]3[CH:41]=[CH:40][CH:39]=[CH:38][C:37]=3[O:42][CH3:43])=[CH:34][S:33][C:26]=2[N:27]=[C:28]([CH:30]2[CH2:32][CH2:31]2)[N:29]=1. Product: [CH:30]1([C:28]2[N:29]=[C:24]([N:13]3[CH2:14][CH2:15][CH:10]([CH2:9][O:8][CH2:7][CH2:6][N:1]4[CH2:5][CH2:4][CH2:3][CH2:2]4)[CH2:11][CH2:12]3)[C:25]3[C:35]([C:36]4[CH:41]=[CH:40][CH:39]=[CH:38][C:37]=4[O:42][CH3:43])=[CH:34][S:33][C:26]=3[N:27]=2)[CH2:32][CH2:31]1. The catalyst class is: 8. (3) Reactant: [Cl:1][C:2]1[CH:3]=[CH:4][C:5]([C@:8]([C:17]2[CH:22]=[C:21]([O:23][C:24]([F:29])([F:28])[CH:25]([F:27])[F:26])[CH:20]=[C:19]([F:30])[CH:18]=2)([NH2:16])[CH2:9][C:10]2[CH:15]=[CH:14][CH:13]=[CH:12][CH:11]=2)=[N:6][CH:7]=1.[C:31]([O-:34])([O-])=O.[K+].[K+].O.[NH2:38][C@H:39]([CH2:46][O:47][CH2:48][C:49]1[CH:54]=[CH:53][CH:52]=[CH:51][CH:50]=1)[C@@H:40]([OH:45])[C:41]([F:44])([F:43])[F:42]. Product: [CH2:48]([O:47][CH2:46][C@@H:39]([NH:38][C:31]([NH:16][C@:8]([C:5]1[CH:4]=[CH:3][C:2]([Cl:1])=[CH:7][N:6]=1)([C:17]1[CH:22]=[C:21]([O:23][C:24]([F:29])([F:28])[CH:25]([F:27])[F:26])[CH:20]=[C:19]([F:30])[CH:18]=1)[CH2:9][C:10]1[CH:15]=[CH:14][CH:13]=[CH:12][CH:11]=1)=[O:34])[C@@H:40]([OH:45])[C:41]([F:44])([F:43])[F:42])[C:49]1[CH:54]=[CH:53][CH:52]=[CH:51][CH:50]=1. The catalyst class is: 49. (4) Reactant: [CH3:1][C:2]1[C:6]([CH2:7][CH2:8][N:9]2[CH2:14][CH2:13][N:12](C(OC(C)(C)C)=O)[CH2:11][CH2:10]2)=[C:5]([CH3:22])[O:4][N:3]=1.[ClH:23].CCOCC. Product: [ClH:23].[CH3:1][C:2]1[C:6]([CH2:7][CH2:8][N:9]2[CH2:10][CH2:11][NH:12][CH2:13][CH2:14]2)=[C:5]([CH3:22])[O:4][N:3]=1. The catalyst class is: 5. (5) Reactant: [CH2:1]([O:8][C:9]1[C:14](=[O:15])[CH:13]=[C:12]([CH:16]([OH:21])[C:17]([F:20])([F:19])[F:18])[N:11]([CH3:22])[C:10]=1[CH2:23]O)[C:2]1[CH:7]=[CH:6][CH:5]=[CH:4][CH:3]=1.S(Cl)([Cl:27])=O. Product: [CH2:1]([O:8][C:9]1[C:14](=[O:15])[CH:13]=[C:12]([CH:16]([OH:21])[C:17]([F:20])([F:19])[F:18])[N:11]([CH3:22])[C:10]=1[CH2:23][Cl:27])[C:2]1[CH:7]=[CH:6][CH:5]=[CH:4][CH:3]=1. The catalyst class is: 10. (6) Reactant: C1C(=O)N([Br:8])C(=O)C1.[F:9][C:10]1[C:19]2[C:18](=O)[O:17]C(=O)[NH:15][C:14]=2[CH:13]=[CH:12][CH:11]=1.CN.C1COCC1.C[N:30]([CH:32]=O)C. Product: [NH2:15][C:14]1[C:19]([C:18]([NH:30][CH3:32])=[O:17])=[C:10]([F:9])[C:11]([Br:8])=[CH:12][CH:13]=1. The catalyst class is: 34. (7) Reactant: [CH:1]1([C:4]2[S:8][CH:7]=[N:6][C:5]=2[CH2:9]O)[CH2:3][CH2:2]1.S(Cl)([Cl:13])=O. Product: [Cl:13][CH2:9][C:5]1[N:6]=[CH:7][S:8][C:4]=1[CH:1]1[CH2:3][CH2:2]1. The catalyst class is: 4.